Task: Binary Classification. Given a drug SMILES string, predict its activity (active/inactive) in a high-throughput screening assay against a specified biological target.. Dataset: Orexin1 receptor HTS with 218,158 compounds and 233 confirmed actives (1) The compound is [N+]1(C(C=C(c2c1cccc2)C)(C)C)(C)C. The result is 0 (inactive). (2) The drug is Brc1c(OS(=O)(=O)c2ccc(cc2)C)c(OC)cc(c1)/C=N\O. The result is 0 (inactive). (3) The drug is Clc1ccc(S(=O)(=O)Nc2c(C(=O)NCC(N3CCOCC3)c3sccc3)cccc2)cc1. The result is 0 (inactive).